Task: Predict the product of the given reaction.. Dataset: Forward reaction prediction with 1.9M reactions from USPTO patents (1976-2016) (1) Given the reactants [F:1][C:2]1[CH:7]=[C:6]([O:8][CH3:9])[CH:5]=[CH:4][C:3]=1[C:10]1[CH:15]=[CH:14][N:13]([C:16]2[CH:21]=[CH:20][C:19]3[C:22]4[CH2:23][NH:24][CH2:25][CH2:26][C:27]=4[O:28][C:18]=3[CH:17]=2)[C:12](=[O:29])[CH:11]=1.[ClH:30].CCOCC, predict the reaction product. The product is: [ClH:30].[F:1][C:2]1[CH:7]=[C:6]([O:8][CH3:9])[CH:5]=[CH:4][C:3]=1[C:10]1[CH:15]=[CH:14][N:13]([C:16]2[CH:21]=[CH:20][C:19]3[C:22]4[CH2:23][NH:24][CH2:25][CH2:26][C:27]=4[O:28][C:18]=3[CH:17]=2)[C:12](=[O:29])[CH:11]=1. (2) Given the reactants [NH2:1][C:2]1[N:3]([CH3:21])[C:4](=[O:20])[C@:5]2([N:19]=1)[C:14]1[C:9](=[CH:10][CH:11]=[C:12](Br)[CH:13]=1)[CH2:8][C@@:7]([CH2:17][OH:18])([CH3:16])[CH2:6]2.[Cl:22][C:23]1[CH:24]=[C:25](B(O)O)[CH:26]=[C:27]([F:29])[CH:28]=1.C([O-])([O-])=O.[Na+].[Na+], predict the reaction product. The product is: [NH2:1][C:2]1[N:3]([CH3:21])[C:4](=[O:20])[C@:5]2([N:19]=1)[C:14]1[C:9](=[CH:10][CH:11]=[C:12]([C:25]3[CH:26]=[C:27]([F:29])[CH:28]=[C:23]([Cl:22])[CH:24]=3)[CH:13]=1)[CH2:8][C@@:7]([CH2:17][OH:18])([CH3:16])[CH2:6]2. (3) The product is: [CH2:22]([C:21]([C:18]1[CH:19]=[CH:20][C:15]([C:12]2[N:11]=[CH:10][C:9]([CH2:8][C:7]([OH:42])=[O:6])=[CH:14][CH:13]=2)=[C:16]([CH3:41])[CH:17]=1)([C:24]1[CH:29]=[CH:28][C:27]([CH2:30][CH2:31][CH:32]([OH:37])[C:33]([CH3:35])([CH3:36])[CH3:34])=[C:26]([CH3:38])[CH:25]=1)[CH2:39][CH3:40])[CH3:23]. Given the reactants [OH-].[Na+].O.C([O:6][C:7](=[O:42])[CH2:8][C:9]1[CH:10]=[N:11][C:12]([C:15]2[CH:20]=[CH:19][C:18]([C:21]([CH2:39][CH3:40])([C:24]3[CH:29]=[CH:28][C:27]([CH2:30][CH2:31][CH:32]([OH:37])[C:33]([CH3:36])([CH3:35])[CH3:34])=[C:26]([CH3:38])[CH:25]=3)[CH2:22][CH3:23])=[CH:17][C:16]=2[CH3:41])=[CH:13][CH:14]=1)C.Cl, predict the reaction product. (4) Given the reactants [NH:1]1[CH2:4][CH2:3][CH2:2]1.[Cl:5][C:6]1[N:7]=[N:8][C:9](Cl)=[CH:10][CH:11]=1.C(N(CC)C(C)C)(C)C, predict the reaction product. The product is: [N:1]1([C:9]2[N:8]=[N:7][C:6]([Cl:5])=[CH:11][CH:10]=2)[CH2:4][CH2:3][CH2:2]1. (5) Given the reactants Cl[C:2]1[CH:7]=[C:6]([C:8]([F:11])([F:10])[F:9])[N:5]=[C:4]([C:12]2[CH:17]=[CH:16][CH:15]=[CH:14][N:13]=2)[N:3]=1.[Cl:18][C:19]1[CH:25]=[CH:24][C:23]([OH:26])=[CH:22][C:20]=1[NH2:21], predict the reaction product. The product is: [Cl:18][C:19]1[CH:25]=[CH:24][C:23]([OH:26])=[CH:22][C:20]=1[NH:21][C:2]1[CH:7]=[C:6]([C:8]([F:11])([F:10])[F:9])[N:5]=[C:4]([C:12]2[CH:17]=[CH:16][CH:15]=[CH:14][N:13]=2)[N:3]=1. (6) Given the reactants [NH2:1][CH2:2][CH2:3][N:4]1[CH:8]=[C:7]([NH:9][C:10]([C:12]2[CH:13]=[N:14][N:15]3[CH:20]=[CH:19][CH:18]=[N:17][C:16]=23)=[O:11])[C:6]([C:21]2[CH:26]=[C:25]([Cl:27])[CH:24]=[CH:23][C:22]=2[O:28][CH:29]([F:31])[F:30])=[N:5]1.[O:32]1[CH:36]=[CH:35][N:34]=[C:33]1[CH:37]=O.[BH3-]C#N.[Na+], predict the reaction product. The product is: [Cl:27][C:25]1[CH:24]=[CH:23][C:22]([O:28][CH:29]([F:30])[F:31])=[C:21]([C:6]2[C:7]([NH:9][C:10]([C:12]3[CH:13]=[N:14][N:15]4[CH:20]=[CH:19][CH:18]=[N:17][C:16]=34)=[O:11])=[CH:8][N:4]([CH2:3][CH2:2][NH:1][CH2:37][C:33]3[O:32][CH:36]=[CH:35][N:34]=3)[N:5]=2)[CH:26]=1.